From a dataset of Full USPTO retrosynthesis dataset with 1.9M reactions from patents (1976-2016). Predict the reactants needed to synthesize the given product. (1) Given the product [O:53]=[C:54]1[C:59]([C:60]([NH:18][CH2:17][CH2:16][C:15]([O:14][CH2:12][CH3:13])=[O:19])=[O:61])=[CH:58][C:57]([C:63]2[CH:68]=[CH:67][N:66]=[CH:65][CH:64]=2)=[N:56][NH:55]1, predict the reactants needed to synthesize it. The reactants are: ON1C2C=CC=CC=2N=N1.Cl.[CH2:12]([O:14][C:15](=[O:19])[CH2:16][CH2:17][NH2:18])[CH3:13].C(N(CC)C(C)C)(C)C.F[P-](F)(F)(F)(F)F.N1(OC(N(C)C)=[N+](C)C)C2N=CC=CC=2N=N1.[O:53]=[C:54]1[C:59]([C:60](O)=[O:61])=[CH:58][C:57]([C:63]2[CH:68]=[CH:67][N:66]=[CH:65][CH:64]=2)=[N:56][NH:55]1. (2) Given the product [CH3:36][O:37][C:38]1[CH:45]=[CH:44][C:41]([CH2:42][NH:43][C:10]([C:8]2[S:9][C:5]([C:3](=[O:4])[C:2]([F:1])([F:14])[F:13])=[CH:6][CH:7]=2)=[O:12])=[CH:40][CH:39]=1, predict the reactants needed to synthesize it. The reactants are: [F:1][C:2]([F:14])([F:13])[C:3]([C:5]1[S:9][C:8]([C:10]([OH:12])=O)=[CH:7][CH:6]=1)=[O:4].C1C=CC2N(O)N=NC=2C=1.CCN=C=NCCCN(C)C.[CH3:36][O:37][C:38]1[CH:45]=[CH:44][C:41]([CH2:42][NH2:43])=[CH:40][CH:39]=1.